This data is from Reaction yield outcomes from USPTO patents with 853,638 reactions. The task is: Predict the reaction yield, written as a fraction of the theoretical maximum amount of product (1.0 means a 100% yield; for example, 0.34 means a 34% yield). (1) The reactants are [CH3:1][C:2]1([CH3:35])[C:8](=[O:9])[NH:7][C:6]2[N:10]=[CH:11][C:12](/[CH:14]=[CH:15]/[C:16]([N:18]([CH3:34])[CH2:19][C:20]3[CH:25]=[CH:24][CH:23]=[C:22]([O:26][C:27]([F:30])([F:29])[F:28])[C:21]=3[O:31][CH2:32][CH3:33])=[O:17])=[CH:13][C:5]=2[CH2:4][NH:3]1.[ClH:36]. The catalyst is C(Cl)Cl.C(OCC)C. The product is [ClH:36].[CH3:35][C:2]1([CH3:1])[C:8](=[O:9])[NH:7][C:6]2[N:10]=[CH:11][C:12](/[CH:14]=[CH:15]/[C:16]([N:18]([CH3:34])[CH2:19][C:20]3[CH:25]=[CH:24][CH:23]=[C:22]([O:26][C:27]([F:29])([F:30])[F:28])[C:21]=3[O:31][CH2:32][CH3:33])=[O:17])=[CH:13][C:5]=2[CH2:4][NH:3]1. The yield is 0.620. (2) The reactants are [OH:1][C:2]1[CH:10]=[C:9]2[C:5]([CH:6]=[C:7]([C:11]([OH:13])=O)[NH:8]2)=[CH:4][CH:3]=1.C(N(CC)CC)C.[CH2:21]([CH:28]1[CH2:33][CH2:32][NH:31][CH2:30][CH2:29]1)[C:22]1[CH:27]=[CH:26][CH:25]=[CH:24][CH:23]=1.CN(C(ON1N=NC2C=CC=CC1=2)=[N+](C)C)C.F[P-](F)(F)(F)(F)F. The catalyst is CN(C)C=O. The product is [CH2:21]([CH:28]1[CH2:33][CH2:32][N:31]([C:11]([C:7]2[NH:8][C:9]3[C:5]([CH:6]=2)=[CH:4][CH:3]=[C:2]([OH:1])[CH:10]=3)=[O:13])[CH2:30][CH2:29]1)[C:22]1[CH:27]=[CH:26][CH:25]=[CH:24][CH:23]=1. The yield is 0.710. (3) The reactants are N[C:2]1[C:3]([N+:12]([O-:14])=[O:13])=[C:4]([CH:8]=[CH:9][C:10]=1[CH3:11])[C:5]([OH:7])=[O:6].S(=O)(=O)(O)O.N([O-])=O.[Na+].[I-:24].[K+]. The catalyst is CS(C)=O.O. The product is [I:24][C:2]1[C:3]([N+:12]([O-:14])=[O:13])=[C:4]([CH:8]=[CH:9][C:10]=1[CH3:11])[C:5]([OH:7])=[O:6]. The yield is 0.840. (4) The reactants are [Br:1][C:2]1[CH:10]=[CH:9][C:5]([C:6](O)=O)=[C:4]([Cl:11])[CH:3]=1.[NH:12]([C:14](=[S:16])[NH2:15])[NH2:13].P(Cl)(Cl)(Cl)=O. No catalyst specified. The product is [Br:1][C:2]1[CH:10]=[CH:9][C:5]([C:6]2[S:16][C:14]([NH2:15])=[N:12][N:13]=2)=[C:4]([Cl:11])[CH:3]=1. The yield is 0.810. (5) The reactants are O[CH2:2][C:3]1[CH:12]=[N:11][C:10]2[N:9]3[CH2:13][CH2:14][CH2:15][CH2:16][CH:8]3[C:7](=[O:17])[NH:6][C:5]=2[CH:4]=1.[I-].C(C[P+](C)(C)C)#N.C(N(C(C)C)C(C)C)C.Cl.[Cl:36][C:37]1[CH:42]=[CH:41][C:40]([N:43]2[CH2:48][CH2:47][NH:46][CH2:45][CH2:44]2)=[CH:39][CH:38]=1. The catalyst is C(#N)CC.O. The product is [Cl:36][C:37]1[CH:38]=[CH:39][C:40]([N:43]2[CH2:48][CH2:47][N:46]([CH2:2][C:3]3[CH:12]=[N:11][C:10]4[N:9]5[CH2:13][CH2:14][CH2:15][CH2:16][CH:8]5[C:7](=[O:17])[NH:6][C:5]=4[CH:4]=3)[CH2:45][CH2:44]2)=[CH:41][CH:42]=1. The yield is 0.390.